Dataset: Reaction yield outcomes from USPTO patents with 853,638 reactions. Task: Predict the reaction yield, written as a fraction of the theoretical maximum amount of product (1.0 means a 100% yield; for example, 0.34 means a 34% yield). (1) The reactants are [CH3:1][O:2][CH2:3][CH2:4][O:5][CH2:6][CH2:7][N:8]1[C:20]2[CH:19]=[CH:18][C:17](/[CH:21]=[CH:22]/[C:23]3[C:24]4[C:29]([N:30]=[C:31]5[C:36]=3[CH:35]=[CH:34][CH:33]=[CH:32]5)=[CH:28][CH:27]=[CH:26][CH:25]=4)=[CH:16][C:15]=2[C:14]2[C:9]1=[CH:10][CH:11]=[CH:12][CH:13]=2.[CH3:37][I:38]. The catalyst is C(#N)C. The product is [I-:38].[CH3:1][O:2][CH2:3][CH2:4][O:5][CH2:6][CH2:7][N:8]1[C:20]2[CH:19]=[CH:18][C:17](/[CH:21]=[CH:22]/[C:23]3[C:36]4[C:31]([N+:30]([CH3:37])=[C:29]5[C:24]=3[CH:25]=[CH:26][CH:27]=[CH:28]5)=[CH:32][CH:33]=[CH:34][CH:35]=4)=[CH:16][C:15]=2[C:14]2[C:9]1=[CH:10][CH:11]=[CH:12][CH:13]=2. The yield is 0.610. (2) The reactants are [CH3:1][C:2]1[O:6][N:5]=[C:4]([C:7]2[CH:12]=[CH:11][CH:10]=[CH:9][CH:8]=2)[C:3]=1[CH2:13][O:14][C:15]1[CH:23]=[CH:22][C:18]([C:19]([OH:21])=O)=[CH:17][N:16]=1.[NH2:24][CH:25]1[CH2:30][CH2:29][O:28][CH2:27][CH2:26]1. No catalyst specified. The product is [CH3:1][C:2]1[O:6][N:5]=[C:4]([C:7]2[CH:8]=[CH:9][CH:10]=[CH:11][CH:12]=2)[C:3]=1[CH2:13][O:14][C:15]1[CH:23]=[CH:22][C:18]([C:19]([NH:24][CH:25]2[CH2:30][CH2:29][O:28][CH2:27][CH2:26]2)=[O:21])=[CH:17][N:16]=1. The yield is 0.910. (3) The catalyst is CO. The reactants are Cl[C:2]1[C:7]([CH:8]=[O:9])=[C:6](Cl)[N:5]=[CH:4][N:3]=1.[CH3:11][O-:12].[Na+].Cl.[C:15]([O-:18])(O)=O.[Na+]. The yield is 0.440. The product is [CH3:11][O:12][C:2]1[C:7]([CH:8]=[O:9])=[C:6]([O:18][CH3:15])[N:5]=[CH:4][N:3]=1. (4) The reactants are [Cl:1][C:2]1[CH:7]=[CH:6][N:5]=[C:4]2[N:8]([Si:11]([CH:18]([CH3:20])[CH3:19])([CH:15]([CH3:17])[CH3:16])[CH:12]([CH3:14])[CH3:13])[CH:9]=[CH:10][C:3]=12.[Li]C(CC)C.C(Br)(Br)(Br)[Br:27]. The catalyst is C1COCC1. The product is [Br:27][C:7]1[C:2]([Cl:1])=[C:3]2[CH:10]=[CH:9][N:8]([Si:11]([CH:15]([CH3:17])[CH3:16])([CH:18]([CH3:20])[CH3:19])[CH:12]([CH3:13])[CH3:14])[C:4]2=[N:5][CH:6]=1. The yield is 0.727. (5) The reactants are [Li+].CC([N-]C(C)C)C.[Cl:9][C:10]1[C:11]2[S:18][CH:17]=[CH:16][C:12]=2[N:13]=[CH:14][N:15]=1.[I:19]I.O. The catalyst is C1COCC1. The product is [Cl:9][C:10]1[C:11]2[S:18][C:17]([I:19])=[CH:16][C:12]=2[N:13]=[CH:14][N:15]=1. The yield is 0.750.